From a dataset of Forward reaction prediction with 1.9M reactions from USPTO patents (1976-2016). Predict the product of the given reaction. (1) Given the reactants Cl[C:2]1[C:3]([NH:12][S:13]([C:16]2[CH:21]=[CH:20][CH:19]=[CH:18][CH:17]=2)(=[O:15])=[O:14])=[N:4][C:5]2[C:10]([N:11]=1)=[CH:9][CH:8]=[CH:7][CH:6]=2.[F:22][C:23]1[CH:29]=[CH:28][C:26]([NH2:27])=[CH:25][CH:24]=1.CC(N(C)C)=O, predict the reaction product. The product is: [F:22][C:23]1[CH:29]=[CH:28][C:26]([NH:27][C:2]2[C:3]([NH:12][S:13]([C:16]3[CH:21]=[CH:20][CH:19]=[CH:18][CH:17]=3)(=[O:15])=[O:14])=[N:4][C:5]3[C:10]([N:11]=2)=[CH:9][CH:8]=[CH:7][CH:6]=3)=[CH:25][CH:24]=1. (2) Given the reactants [CH3:1][O:2][C:3]1[CH:8]=[CH:7][C:6]([C:9]([F:12])([F:11])[F:10])=[CH:5][C:4]=1[N:13]=[C:14]=[O:15].[F:16][C:17]1[CH:23]=[CH:22][CH:21]=[CH:20][C:18]=1N.C(#[N:26])C, predict the reaction product. The product is: [F:16][C:17]1[CH:23]=[CH:22][CH:21]=[CH:20][C:18]=1[N:13]([C:4]1[CH:5]=[C:6]([C:9]([F:12])([F:11])[F:10])[CH:7]=[CH:8][C:3]=1[O:2][CH3:1])[C:14]([NH2:26])=[O:15]. (3) The product is: [F:1][C:2]1[CH:3]=[C:4]([CH:5]=[C:6]([F:19])[C:7]=1[O:8][C:9]1[CH:14]=[CH:13][N:12]=[C:11]([C:15]([F:16])([F:17])[F:18])[CH:10]=1)[CH2:20][O:21][C:23]1[CH:34]=[C:27]2[N:28]([CH3:33])[C@@H:29]([CH3:32])[CH2:30][CH2:31][N:26]2[C:25](=[O:35])[N:24]=1. Given the reactants [F:1][C:2]1[CH:3]=[C:4]([CH2:20][OH:21])[CH:5]=[C:6]([F:19])[C:7]=1[O:8][C:9]1[CH:14]=[CH:13][N:12]=[C:11]([C:15]([F:18])([F:17])[F:16])[CH:10]=1.Cl[C:23]1[CH:34]=[C:27]2[N:28]([CH3:33])[C@@H:29]([CH3:32])[CH2:30][CH2:31][N:26]2[C:25](=[O:35])[N:24]=1, predict the reaction product. (4) Given the reactants CC1C=CC(S(O[CH2:12][C@@H:13]2[O:18][C:17]3[CH:19]=[C:20]([S:24]([CH3:27])(=[O:26])=[O:25])[CH:21]=[C:22]([Cl:23])[C:16]=3[O:15][CH2:14]2)(=O)=O)=CC=1.[NH:28]1[CH2:31][CH2:30][CH2:29]1, predict the reaction product. The product is: [Cl:23][C:22]1[C:16]2[O:15][CH2:14][C@H:13]([CH2:12][N:28]3[CH2:31][CH2:30][CH2:29]3)[O:18][C:17]=2[CH:19]=[C:20]([S:24]([CH3:27])(=[O:25])=[O:26])[CH:21]=1. (5) Given the reactants [NH:1]1[CH:5]=[C:4]([C@H:6]2[CH2:11][CH2:10][CH2:9][CH2:8][C@@H:7]2[OH:12])[CH:3]=[N:2]1.[CH3:13][O:14][CH2:15]Cl, predict the reaction product. The product is: [CH3:13][O:14][CH2:15][N:1]1[CH:5]=[C:4]([C@H:6]2[CH2:11][CH2:10][CH2:9][CH2:8][C@@H:7]2[OH:12])[CH:3]=[N:2]1. (6) Given the reactants [F:1][C:2]1[CH:3]=[CH:4][C:5]([O:15][CH3:16])=[C:6]([CH:14]=1)CC1SC(N)=NC=1.ClC(CC1C=C(F)C=CC=1OC)C=O.[NH2:31]C(N)=S, predict the reaction product. The product is: [F:1][C:2]1[CH:3]=[CH:4][C:5]([O:15][CH3:16])=[C:6]([NH2:31])[CH:14]=1. (7) Given the reactants [F:1][C:2]([F:22])([F:21])[C:3]([N:5]1[CH2:12][CH2:11][C@:10]2([CH3:15])[C@H:13]([CH3:14])[C@H:6]1[CH2:7][C:8]1[CH:19]=[CH:18][C:17]([OH:20])=[CH:16][C:9]=12)=[O:4].[Br-:23].[Br-].[Br-].[NH+]1C=CC=CC=1.[NH+]1C=CC=CC=1.[NH+]1C=CC=CC=1.O, predict the reaction product. The product is: [Br:23][C:18]1[C:17]([OH:20])=[CH:16][C:9]2[C@@:10]3([CH3:15])[C@H:13]([CH3:14])[C@H:6]([N:5]([C:3](=[O:4])[C:2]([F:1])([F:21])[F:22])[CH2:12][CH2:11]3)[CH2:7][C:8]=2[CH:19]=1. (8) Given the reactants Cl[C:2]1[N:3]=[CH:4][C:5]([C:8]([NH:10][C@@H:11]([CH3:16])[C:12]([F:15])([F:14])[F:13])=[O:9])=[N:6][CH:7]=1.Cl.[CH3:18][C:19]1([CH3:38])[C:23]([CH3:25])([CH3:24])[O:22][B:21]([C:26]2[CH:27]=[N:28][N:29]([C:31]3([CH2:35][C:36]#[N:37])[CH2:34][NH:33][CH2:32]3)[CH:30]=2)[O:20]1.C(N(CC)C(C)C)(C)C, predict the reaction product. The product is: [C:36]([CH2:35][C:31]1([N:29]2[CH:30]=[C:26]([B:21]3[O:22][C:23]([CH3:25])([CH3:24])[C:19]([CH3:38])([CH3:18])[O:20]3)[CH:27]=[N:28]2)[CH2:34][N:33]([C:2]2[N:3]=[CH:4][C:5]([C:8]([NH:10][C@@H:11]([CH3:16])[C:12]([F:15])([F:14])[F:13])=[O:9])=[N:6][CH:7]=2)[CH2:32]1)#[N:37]. (9) Given the reactants [F:1][C:2]([F:19])([F:18])[C:3]1[CH:4]=[C:5]([NH:9][N:10]=[C:11]([C:15](=[O:17])[CH3:16])[C:12](=[O:14])[CH3:13])[CH:6]=[CH:7][CH:8]=1.[CH3:20]OC(OC)N(C)C, predict the reaction product. The product is: [C:15]([C:11]1[C:12](=[O:14])[CH:13]=[CH:20][N:9]([C:5]2[CH:6]=[CH:7][CH:8]=[C:3]([C:2]([F:18])([F:19])[F:1])[CH:4]=2)[N:10]=1)(=[O:17])[CH3:16].